This data is from Forward reaction prediction with 1.9M reactions from USPTO patents (1976-2016). The task is: Predict the product of the given reaction. (1) Given the reactants [NH2:1][C:2]1[CH:7]=[CH:6][C:5]([S:8]([N:11]([C:13]2[CH:33]=[CH:32][C:16]3[N:17]([CH2:25][CH:26]4[CH2:31][CH2:30][O:29][CH2:28][CH2:27]4)[C:18]([C:20]([O:23][CH3:24])([CH3:22])[CH3:21])=[N:19][C:15]=3[CH:14]=2)[CH3:12])(=[O:10])=[O:9])=[CH:4][CH:3]=1.[C:34]([O:37][CH2:38][C:39](Cl)=[O:40])(=[O:36])[CH3:35], predict the reaction product. The product is: [C:34]([O:37][CH2:38][C:39]([NH:1][C:2]1[CH:7]=[CH:6][C:5]([S:8]([N:11]([C:13]2[CH:33]=[CH:32][C:16]3[N:17]([CH2:25][CH:26]4[CH2:27][CH2:28][O:29][CH2:30][CH2:31]4)[C:18]([C:20]([O:23][CH3:24])([CH3:22])[CH3:21])=[N:19][C:15]=3[CH:14]=2)[CH3:12])(=[O:10])=[O:9])=[CH:4][CH:3]=1)=[O:40])(=[O:36])[CH3:35]. (2) The product is: [NH2:41][C:37]([CH3:40])([CH3:36])[C:38]#[C:39][C:2]1[CH:3]=[CH:4][C:5]([O:25][CH3:26])=[C:6]([C:8]([C:10]2[CH:11]=[CH:12][C:13]([NH:16][C:17]3[CH:22]=[CH:21][C:20]([F:23])=[CH:19][C:18]=3[F:24])=[CH:14][CH:15]=2)=[O:9])[CH:7]=1. Given the reactants Br[C:2]1[CH:3]=[CH:4][C:5]([O:25][CH3:26])=[C:6]([C:8]([C:10]2[CH:15]=[CH:14][C:13]([NH:16][C:17]3[CH:22]=[CH:21][C:20]([F:23])=[CH:19][C:18]=3[F:24])=[CH:12][CH:11]=2)=[O:9])[CH:7]=1.COCCOCCOC.[CH3:36][C:37]([NH2:41])([CH3:40])[C:38]#[CH:39].C([O-])([O-])=O.[Cs+].[Cs+], predict the reaction product. (3) Given the reactants C(O[C:4](=[O:25])[C:5](=[N:15][NH:16][C:17](=[O:24])[CH2:18][C:19]([O:21][CH2:22][CH3:23])=[O:20])[C:6]1[CH:11]=[CH:10][CH:9]=[C:8]([N+:12]([O-:14])=[O:13])[CH:7]=1)C.C([O-])([O-])=O.[K+].[K+].Cl, predict the reaction product. The product is: [OH:25][C:4]1[C:5]([C:6]2[CH:11]=[CH:10][CH:9]=[C:8]([N+:12]([O-:14])=[O:13])[CH:7]=2)=[N:15][NH:16][C:17](=[O:24])[C:18]=1[C:19]([O:21][CH2:22][CH3:23])=[O:20]. (4) Given the reactants [CH3:1][N:2]1[C:8]2[CH:9]=[C:10]([NH2:13])[CH:11]=[CH:12][C:7]=2[CH2:6][NH:5][CH2:4][CH2:3]1.[Cl:14][C:15]1[C:16]([NH:25][C:26]2[C:31]([Cl:32])=[CH:30][N:29]=[C:28](Cl)[N:27]=2)=[C:17]([CH:22]=[CH:23][CH:24]=1)[C:18]([NH:20][CH3:21])=[O:19].Cl.C(=O)([O-])[O-], predict the reaction product. The product is: [Cl:14][C:15]1[C:16]([NH:25][C:26]2[C:31]([Cl:32])=[CH:30][N:29]=[C:28]([NH:13][C:10]3[CH:11]=[CH:12][C:7]4[CH2:6][NH:5][CH2:4][CH2:3][N:2]([CH3:1])[C:8]=4[CH:9]=3)[N:27]=2)=[C:17]([CH:22]=[CH:23][CH:24]=1)[C:18]([NH:20][CH3:21])=[O:19]. (5) Given the reactants C(Cl)(=O)C(Cl)=O.CS(C)=O.[Cl:11][C:12]1[CH:19]=[C:18]([N:20]2[C@@H:26]([CH3:27])[C@H:25]([OH:28])[C:22]3([CH2:24][CH2:23]3)[C:21]2=[O:29])[CH:17]=[CH:16][C:13]=1[C:14]#[N:15].C(N(CC)CC)C, predict the reaction product. The product is: [Cl:11][C:12]1[CH:19]=[C:18]([N:20]2[C@@H:26]([CH3:27])[C:25](=[O:28])[C:22]3([CH2:24][CH2:23]3)[C:21]2=[O:29])[CH:17]=[CH:16][C:13]=1[C:14]#[N:15].